Predict the reactants needed to synthesize the given product. From a dataset of Full USPTO retrosynthesis dataset with 1.9M reactions from patents (1976-2016). (1) Given the product [Cl:39][C:40]1[CH:41]=[C:42]([C:43]2[N:45]=[C:31]([C:30]3[CH:34]=[C:35]([O:37][CH3:38])[N:36]=[C:28]([CH:25]([CH2:23][CH3:24])[CH2:26][CH3:27])[CH:29]=3)[O:33][N:44]=2)[CH:47]=[C:48]([CH3:55])[C:49]=1[NH:50][S:51]([CH3:54])(=[O:53])=[O:52], predict the reactants needed to synthesize it. The reactants are: C1C=CC2N(O)N=NC=2C=1.CCN=C=NCCCN(C)C.Cl.[CH2:23]([CH:25]([C:28]1[CH:29]=[C:30]([CH:34]=[C:35]([O:37][CH3:38])[N:36]=1)[C:31]([OH:33])=O)[CH2:26][CH3:27])[CH3:24].[Cl:39][C:40]1[CH:41]=[C:42]([CH:47]=[C:48]([CH3:55])[C:49]=1[NH:50][S:51]([CH3:54])(=[O:53])=[O:52])[C:43]([NH:45]O)=[NH:44]. (2) Given the product [CH:2]1[C:15]2[NH:14][C:13]3[C:8](=[CH:9][CH:10]=[CH:11][CH:12]=3)[S:7][C:6]=2[CH:5]=[CH:4][C:3]=1[C:16]1[N:17]=[C:18]([CH2:21][NH:22][C:23](=[O:27])[CH2:24][CH2:25][CH3:26])[S:19][CH:20]=1, predict the reactants needed to synthesize it. The reactants are: Cl.[CH:2]1[C:15]2[NH:14][C:13]3[C:8](=[CH:9][CH:10]=[CH:11][CH:12]=3)[S:7][C:6]=2[CH:5]=[CH:4][C:3]=1[C:16]1[N:17]=[C:18]([CH2:21][NH2:22])[S:19][CH:20]=1.[C:23](Cl)(=[O:27])[CH2:24][CH2:25][CH3:26].C(Cl)(=O)C. (3) Given the product [CH3:34][N:35]1[CH2:36][CH2:37][N:38]([C:41]2[CH:46]=[CH:45][C:44]([NH:47][CH:2]=[C:3]3[C:11]4[C:6](=[CH:7][C:8]([C:12]([C:14]5[CH:15]=[CH:16][C:17]([NH:20][C:21]([C:23]6[N:24]([C:29]([CH3:31])([CH3:30])[CH3:32])[N:25]=[C:26]([CH3:28])[CH:27]=6)=[O:22])=[CH:18][CH:19]=5)=[O:13])=[CH:9][CH:10]=4)[NH:5][C:4]3=[O:33])=[CH:43][CH:42]=2)[CH2:39][CH2:40]1, predict the reactants needed to synthesize it. The reactants are: O[CH:2]=[C:3]1[C:11]2[C:6](=[CH:7][C:8]([C:12]([C:14]3[CH:19]=[CH:18][C:17]([NH:20][C:21]([C:23]4[N:24]([C:29]([CH3:32])([CH3:31])[CH3:30])[N:25]=[C:26]([CH3:28])[CH:27]=4)=[O:22])=[CH:16][CH:15]=3)=[O:13])=[CH:9][CH:10]=2)[NH:5][C:4]1=[O:33].[CH3:34][N:35]1[CH2:40][CH2:39][N:38]([C:41]2[CH:46]=[CH:45][C:44]([NH2:47])=[CH:43][CH:42]=2)[CH2:37][CH2:36]1. (4) Given the product [NH4+:11].[OH-:15].[F:1][C:2]1[CH:3]=[C:4]([C@:9]2([CH3:18])[CH2:10][NH:11][C:12]([CH3:17])([CH3:13])[C:14](=[O:15])[N:19]2[CH2:20][C:21]2[CH:22]=[N:23][C:24]3[C:29]([CH:30]=2)=[CH:28][C:27]2[CH2:31][C@:32]4([CH2:42][C:26]=2[CH:25]=3)[C:40]2[C:35](=[N:36][CH:37]=[CH:38][CH:39]=2)[NH:34][C:33]4=[O:41])[CH:5]=[C:6]([F:8])[CH:7]=1, predict the reactants needed to synthesize it. The reactants are: [F:1][C:2]1[CH:3]=[C:4]([C:9]([NH:19][CH2:20][C:21]2[CH:22]=[N:23][C:24]3[C:29]([CH:30]=2)=[CH:28][C:27]2[CH2:31][C@:32]4([CH2:42][C:26]=2[CH:25]=3)[C:40]2[C:35](=[N:36][CH:37]=[CH:38][CH:39]=2)[NH:34][C:33]4=[O:41])([CH3:18])[CH2:10][NH:11][C:12]([CH3:17])([C:14](O)=[O:15])[CH3:13])[CH:5]=[C:6]([F:8])[CH:7]=1.C(Cl)CCl.C1C=CC2N(O)N=NC=2C=1.CCN(C(C)C)C(C)C. (5) Given the product [CH3:3][CH:2]([O:4][C:5]1[CH:6]=[C:7]([C:8]([NH:22][C:23]2[CH:27]=[CH:26][N:25]([C:28]([O:30][C:31]([CH3:34])([CH3:33])[CH3:32])=[O:29])[N:24]=2)=[O:10])[CH:11]=[C:12]([O:14][CH2:15][C:16]2[CH:21]=[CH:20][CH:19]=[CH:18][CH:17]=2)[CH:13]=1)[CH3:1], predict the reactants needed to synthesize it. The reactants are: [CH3:1][CH:2]([O:4][C:5]1[CH:6]=[C:7]([CH:11]=[C:12]([O:14][CH2:15][C:16]2[CH:21]=[CH:20][CH:19]=[CH:18][CH:17]=2)[CH:13]=1)[C:8]([OH:10])=O)[CH3:3].[NH2:22][C:23]1[CH:27]=[CH:26][N:25]([C:28]([O:30][C:31]([CH3:34])([CH3:33])[CH3:32])=[O:29])[N:24]=1. (6) The reactants are: C(N(C(C)C)CC)(C)C.Br[CH2:11][CH2:12][CH2:13][NH:14][C:15]1[C:24](=[O:25])[C:19]2[N:20]=[C:21]([CH3:23])[S:22][C:18]=2[C:17](=[O:26])[CH:16]=1.[I-].[Na+].[CH3:29][O:30][C:31]1[CH:54]=[CH:53][C:34]([CH2:35][NH:36][CH2:37][CH2:38][CH2:39][NH:40][C:41]2[C:50](=[O:51])[C:45]3[N:46]=[C:47]([CH3:49])[S:48][C:44]=3[C:43](=[O:52])[CH:42]=2)=[CH:33][CH:32]=1. Given the product [CH3:29][O:30][C:31]1[CH:32]=[CH:33][C:34]([CH2:35][N:36]([CH2:37][CH2:38][CH2:39][NH:40][C:41]2[C:50](=[O:51])[C:45]3[N:46]=[C:47]([CH3:49])[S:48][C:44]=3[C:43](=[O:52])[CH:42]=2)[CH2:11][CH2:12][CH2:13][NH:14][C:15]2[C:24](=[O:25])[C:19]3[N:20]=[C:21]([CH3:23])[S:22][C:18]=3[C:17](=[O:26])[CH:16]=2)=[CH:53][CH:54]=1, predict the reactants needed to synthesize it. (7) Given the product [CH2:1]([O:8][C:9]1[CH:10]=[CH:11][C:12]([CH:20]([OH:21])[CH2:22][NH:35][C:32]([CH3:34])([CH3:33])[CH2:31][C:28]2[CH:29]=[CH:30][C:25]([O:24][CH3:23])=[CH:26][CH:27]=2)=[C:13]2[C:18]=1[NH:17][C:16](=[O:19])[CH:15]=[CH:14]2)[C:2]1[CH:3]=[CH:4][CH:5]=[CH:6][CH:7]=1, predict the reactants needed to synthesize it. The reactants are: [CH2:1]([O:8][C:9]1[CH:10]=[CH:11][C:12]([CH:20]2[CH2:22][O:21]2)=[C:13]2[C:18]=1[NH:17][C:16](=[O:19])[CH:15]=[CH:14]2)[C:2]1[CH:7]=[CH:6][CH:5]=[CH:4][CH:3]=1.[CH3:23][O:24][C:25]1[CH:30]=[CH:29][C:28]([CH2:31][C:32]([NH2:35])([CH3:34])[CH3:33])=[CH:27][CH:26]=1. (8) The reactants are: [CH2:1]([O:3][C:4](=[O:21])[C:5](=[O:20])[C:6]1[CH:15]=[CH:14][C:13]2[C:12]([CH3:17])([CH3:16])[CH2:11][CH2:10][C:9]([CH3:19])([CH3:18])[C:8]=2[CH:7]=1)[CH3:2].[CH2:22](O[Si](C)(C)C)[CH2:23][CH2:24][CH3:25].O([Si](C)(C)C)S(C(F)(F)F)(=O)=O.C([SiH](CC)CC)C.Cl. Given the product [CH2:1]([O:3][C:4](=[O:21])[CH:5]([O:20][CH2:22][CH2:23][CH2:24][CH3:25])[C:6]1[CH:15]=[CH:14][C:13]2[C:12]([CH3:16])([CH3:17])[CH2:11][CH2:10][C:9]([CH3:19])([CH3:18])[C:8]=2[CH:7]=1)[CH3:2], predict the reactants needed to synthesize it.